From a dataset of Microsomal clearance measurements from AstraZeneca. Regression/Classification. Given a drug SMILES string, predict its absorption, distribution, metabolism, or excretion properties. Task type varies by dataset: regression for continuous measurements (e.g., permeability, clearance, half-life) or binary classification for categorical outcomes (e.g., BBB penetration, CYP inhibition). For this dataset (clearance_microsome_az), we predict log10(clearance) (log10 of the in vitro intrinsic clearance, CLint, in uL/min per mg of human liver microsomal protein, equivalently mL/min/g; values are censored to the assay range of 3 to 150, which is 0.477 to 2.18 on this log10 scale). (1) The log10(clearance) is 0.860. The molecule is COc1cc(Nc2nc3c(cc2F)ncn3[C@@H](CO)c2ccc(F)cn2)n[nH]1. (2) The drug is Cc1ccc(S(=O)(=O)Nc2c(C(=O)N[C@@H](C)C(C)(C)C)c(C)nn2-c2ccccc2)cc1. The log10(clearance) is 1.60. (3) The molecule is Cc1ccc(S(=O)(=O)Nc2c(C(=O)NC3CCCCC3C)cnn2-c2ccccc2)cc1. The log10(clearance) is 1.77. (4) The compound is Cc1cc(C)c(CNC(=O)c2cc(C3CC3)nc3c2cnn3C(C)C)c(O)n1. The log10(clearance) is 1.99. (5) The molecule is O=C(Nc1cccc(-c2nnn[nH]2)c1)c1cc(C(F)(F)F)cc2[nH]cnc12. The log10(clearance) is 0.650. (6) The compound is C[C@H](C(=O)O)c1cccc(C(=O)c2ccccc2)c1. The log10(clearance) is 0.480. (7) The drug is CN1CCN(C(=O)c2cc3cc(Br)ccc3[nH]2)CC1. The log10(clearance) is 1.31. (8) The drug is O=C(O)COc1ccc(Cl)cc1CN1CCN(S(=O)(=O)Cc2ccccc2)CC1. The log10(clearance) is 0.700. (9) The compound is Cc1ccc2c(c1)c([S+]([O-])c1ccc(Cl)cc1)c(C)n2CC(=O)O. The log10(clearance) is 0.480.